This data is from Forward reaction prediction with 1.9M reactions from USPTO patents (1976-2016). The task is: Predict the product of the given reaction. (1) The product is: [F:1][C:2]1[CH:7]=[CH:6][C:5]([C:8]2[CH:13]=[CH:12][CH:11]=[C:10]([F:14])[CH:9]=2)=[CH:4][C:3]=1[CH2:15][NH:16][C:17]1[C:18]([CH3:31])=[C:19]([CH:27]=[CH:28][C:29]=1[CH3:30])[O:20][CH2:21][C:22]([OH:24])=[O:23]. Given the reactants [F:1][C:2]1[CH:7]=[CH:6][C:5]([C:8]2[CH:13]=[CH:12][CH:11]=[C:10]([F:14])[CH:9]=2)=[CH:4][C:3]=1[CH2:15][NH:16][C:17]1[C:18]([CH3:31])=[C:19]([CH:27]=[CH:28][C:29]=1[CH3:30])[O:20][CH2:21][C:22]([O:24]CC)=[O:23].[OH-].[Na+], predict the reaction product. (2) Given the reactants [Br:1][C:2]1[CH:21]=[CH:20][CH:19]=[CH:18][C:3]=1[C:4]([NH:6][C:7]1[CH:8]=[C:9]2[CH:15]=[C:14]([CH2:16][OH:17])[NH:13][C:10]2=[N:11][CH:12]=1)=[O:5].ClCCl.[N:25]1[C:34]2[C:29](=[CH:30][C:31]([C:35](Cl)=[O:36])=[CH:32][CH:33]=2)[N:28]=[CH:27][CH:26]=1.C(N(CC)CC)C, predict the reaction product. The product is: [N:25]1[C:34]2[C:29](=[CH:30][C:31]([C:35]([O:17][CH2:16][C:14]3[NH:13][C:10]4=[N:11][CH:12]=[C:7]([NH:6][C:4](=[O:5])[C:3]5[CH:18]=[CH:19][CH:20]=[CH:21][C:2]=5[Br:1])[CH:8]=[C:9]4[CH:15]=3)=[O:36])=[CH:32][CH:33]=2)[N:28]=[CH:27][CH:26]=1. (3) Given the reactants Br[C:2]1[CH:3]=[C:4]([NH2:12])[C:5]2[C:6]([F:11])=[N:7][NH:8][C:9]=2[CH:10]=1.CC1(C)C(C)(C)OB([C:21]2[CH:29]=[CH:28][CH:27]=[C:26]3[C:22]=2[CH:23]=[CH:24][NH:25]3)O1.O.C(=O)([O-])[O-].[Na+].[Na+], predict the reaction product. The product is: [F:11][C:6]1[C:5]2[C:4]([NH2:12])=[CH:3][C:2]([C:21]3[CH:29]=[CH:28][CH:27]=[C:26]4[C:22]=3[CH:23]=[CH:24][NH:25]4)=[CH:10][C:9]=2[NH:8][N:7]=1. (4) Given the reactants F[C:2]1[N:7]=[CH:6][C:5]([C:8]2[N:12]3[N:13]=[C:14]([C:17]4[CH:18]=[C:19]([C:24]([F:27])([F:26])[F:25])[C:20]([NH2:23])=[N:21][CH:22]=4)[CH:15]=[CH:16][C:11]3=[N:10][CH:9]=2)=[CH:4][CH:3]=1.[NH:28]1[CH2:33][CH2:32][O:31][CH2:30][CH2:29]1, predict the reaction product. The product is: [N:28]1([C:2]2[N:7]=[CH:6][C:5]([C:8]3[N:12]4[N:13]=[C:14]([C:17]5[CH:18]=[C:19]([C:24]([F:27])([F:26])[F:25])[C:20]([NH2:23])=[N:21][CH:22]=5)[CH:15]=[CH:16][C:11]4=[N:10][CH:9]=3)=[CH:4][CH:3]=2)[CH2:33][CH2:32][O:31][CH2:30][CH2:29]1. (5) Given the reactants [F:1][C:2]1[CH:7]=[C:6]([N+:8]([O-:10])=[O:9])[CH:5]=[CH:4][C:3]=1[OH:11].[C:12]([O:16][C:17]([N:19]1[CH2:24][CH2:23][CH:22]([N:25]2[C:29]3=[N:30][CH:31]=[N:32][C:33](Cl)=[C:28]3[CH:27]=[N:26]2)[CH2:21][CH2:20]1)=[O:18])([CH3:15])([CH3:14])[CH3:13].C(=O)([O-])[O-].[K+].[K+].C(=O)([O-])[O-].[Na+].[Na+], predict the reaction product. The product is: [C:12]([O:16][C:17]([N:19]1[CH2:20][CH2:21][CH:22]([N:25]2[C:29]3=[N:30][CH:31]=[N:32][C:33]([O:11][C:3]4[CH:4]=[CH:5][C:6]([N+:8]([O-:10])=[O:9])=[CH:7][C:2]=4[F:1])=[C:28]3[CH:27]=[N:26]2)[CH2:23][CH2:24]1)=[O:18])([CH3:15])([CH3:13])[CH3:14]. (6) Given the reactants C(OC([N:8]1[CH2:13][CH2:12][CH:11]([C:14]([N:16]2[CH2:20][C@H:19]([N:21]([CH2:32][CH3:33])[C:22]([O:24][C:25]3[CH:30]=[CH:29][C:28]([F:31])=[CH:27][CH:26]=3)=[O:23])[C@@H:18]([C:34]3[CH:39]=[CH:38][C:37]([Cl:40])=[CH:36][CH:35]=3)[CH2:17]2)=[O:15])[CH2:10][CH2:9]1)=O)(C)(C)C.C(O)(C(F)(F)F)=O.O.[OH-].[Na+], predict the reaction product. The product is: [F:31][C:28]1[CH:29]=[CH:30][C:25]([O:24][C:22](=[O:23])[N:21]([C@@H:19]2[C@@H:18]([C:34]3[CH:39]=[CH:38][C:37]([Cl:40])=[CH:36][CH:35]=3)[CH2:17][N:16]([C:14]([CH:11]3[CH2:12][CH2:13][NH:8][CH2:9][CH2:10]3)=[O:15])[CH2:20]2)[CH2:32][CH3:33])=[CH:26][CH:27]=1. (7) Given the reactants [CH3:1][N:2]([CH3:16])[C:3]1[C:12]2[C:7](=[CH:8][CH:9]=[CH:10][CH:11]=2)[C:6]([C:13]([OH:15])=O)=[CH:5][CH:4]=1.ON1[C:22](=[O:23])[CH2:21][CH2:20][C:19]1=O.C1(N=C=[N:33][CH:34]2CCCCC2)CCCCC1.C1(/C=C/C=C/[C:50](Cl)=[O:51])C=CC=CC=1.C(N(CC)CC)C, predict the reaction product. The product is: [CH3:50][O:51][C:22](=[O:23])[CH2:21][CH2:20][CH2:19][CH2:34][NH:33][C:13]([C:6]1[C:7]2[C:12](=[CH:11][CH:10]=[CH:9][CH:8]=2)[C:3]([N:2]([CH3:1])[CH3:16])=[CH:4][CH:5]=1)=[O:15]. (8) Given the reactants [C:1]([C:3]1[C:4]([C:17]([F:20])([F:19])[F:18])=[C:5]2[C:9](=[CH:10][CH:11]=1)[N:8]([CH2:12][C:13](=[NH:16])[NH:14][OH:15])[CH:7]=[CH:6]2)#[N:2].[Cl:21][C:22]1[C:23]([F:35])=[C:24]([CH:28]=[C:29]([C:31]([F:34])([F:33])[F:32])[CH:30]=1)[C:25](O)=O, predict the reaction product. The product is: [Cl:21][C:22]1[C:23]([F:35])=[C:24]([C:25]2[O:15][N:14]=[C:13]([CH2:12][N:8]3[C:9]4[C:5](=[C:4]([C:17]([F:19])([F:20])[F:18])[C:3]([C:1]#[N:2])=[CH:11][CH:10]=4)[CH:6]=[CH:7]3)[N:16]=2)[CH:28]=[C:29]([C:31]([F:33])([F:34])[F:32])[CH:30]=1. (9) Given the reactants [CH2:1]([O:8][C:9]([N:11]1[CH2:16][CH2:15][CH:14]([O:17][C:18]2[CH:23]=[CH:22][C:21]([N+:24]([O-])=O)=[C:20]([CH2:27][S:28]([C:31]3[C:40]4[C:35](=[CH:36][CH:37]=[CH:38][CH:39]=4)[CH:34]=[CH:33][CH:32]=3)(=[O:30])=[O:29])[CH:19]=2)[CH2:13][CH2:12]1)=[O:10])[C:2]1[CH:7]=[CH:6][CH:5]=[CH:4][CH:3]=1.C(O)C.O.O.[Sn](Cl)Cl, predict the reaction product. The product is: [CH2:1]([O:8][C:9]([N:11]1[CH2:16][CH2:15][CH:14]([O:17][C:18]2[CH:23]=[CH:22][C:21]([NH2:24])=[C:20]([CH2:27][S:28]([C:31]3[C:40]4[C:35](=[CH:36][CH:37]=[CH:38][CH:39]=4)[CH:34]=[CH:33][CH:32]=3)(=[O:30])=[O:29])[CH:19]=2)[CH2:13][CH2:12]1)=[O:10])[C:2]1[CH:3]=[CH:4][CH:5]=[CH:6][CH:7]=1. (10) Given the reactants [CH3:1][CH2:2][O:3][C:4]1[CH:9]=[C:8]2[N:10]=[CH:11][C:12]([C:15]#[N:16])=[C:13](Cl)[C:7]2=[CH:6][C:5]=1[NH:17]C(C)=O.[Cl:21][C:22]1[CH:23]=[C:24]([CH:26]=[CH:27][C:28]=1[F:29])[NH2:25].CC(O)C.Cl, predict the reaction product. The product is: [NH2:17][C:5]1[CH:6]=[C:7]2[C:8](=[CH:9][C:4]=1[O:3][CH2:2][CH3:1])[N:10]=[CH:11][C:12]([C:15]#[N:16])=[C:13]2[NH:25][C:24]1[CH:26]=[CH:27][C:28]([F:29])=[C:22]([Cl:21])[CH:23]=1.